Dataset: Reaction yield outcomes from USPTO patents with 853,638 reactions. Task: Predict the reaction yield, written as a fraction of the theoretical maximum amount of product (1.0 means a 100% yield; for example, 0.34 means a 34% yield). (1) The reactants are C([O:3][C:4]([C:6]1[C:11]([NH:12][C:13]2[CH:18]=[CH:17][C:16]([CH3:19])=[CH:15][C:14]=2[F:20])=[C:10]([CH3:21])[C:9](=[O:22])[N:8]([CH3:23])[C:7]=1[CH2:24]Br)=O)C.[NH3:26]. The catalyst is CO. The product is [F:20][C:14]1[CH:15]=[C:16]([CH3:19])[CH:17]=[CH:18][C:13]=1[NH:12][C:11]1[C:6]2[C:4](=[O:3])[NH:26][CH2:24][C:7]=2[N:8]([CH3:23])[C:9](=[O:22])[C:10]=1[CH3:21]. The yield is 0.460. (2) The reactants are [N+:1]([C:4]1[CH:5]=[N:6][C:7]2[C:12]([C:13]=1O)=[CH:11][CH:10]=[CH:9][CH:8]=2)([O-:3])=[O:2].[C:15]([O:19][C:20](=[O:27])[NH:21][CH2:22][CH2:23][CH2:24][CH2:25][NH2:26])([CH3:18])([CH3:17])[CH3:16]. No catalyst specified. The product is [N+:1]([C:4]1[CH:5]=[N:6][C:7]2[C:12]([C:13]=1[NH:26][CH2:25][CH2:24][CH2:23][CH2:22][NH:21][C:20](=[O:27])[O:19][C:15]([CH3:17])([CH3:16])[CH3:18])=[CH:11][CH:10]=[CH:9][CH:8]=2)([O-:3])=[O:2]. The yield is 0.960.